Dataset: CYP3A4 inhibition data for predicting drug metabolism from PubChem BioAssay. Task: Regression/Classification. Given a drug SMILES string, predict its absorption, distribution, metabolism, or excretion properties. Task type varies by dataset: regression for continuous measurements (e.g., permeability, clearance, half-life) or binary classification for categorical outcomes (e.g., BBB penetration, CYP inhibition). Dataset: cyp3a4_veith. (1) The compound is NC(=O)OCC(COC(N)=O)c1ccccc1. The result is 0 (non-inhibitor). (2) The result is 1 (inhibitor). The drug is CS(=O)(=O)Nc1cccc(-c2ccc3ncnc(Nc4ccccc4)c3c2)c1. (3) The result is 1 (inhibitor). The molecule is CCOc1ccc(NC(=S)N(Cc2ccc(Cl)cc2)Cc2ccco2)cc1. (4) The compound is COc1cc(C)c(Br)cc1S(=O)(=O)NCc1ccccc1. The result is 0 (non-inhibitor). (5) The drug is COc1ccc(S(=O)(=O)NC2(C(F)(F)F)N=C3SCCN3C2=O)cc1. The result is 0 (non-inhibitor). (6) The result is 1 (inhibitor). The molecule is COc1ccc(OC)c(C2C(C(=O)Nc3nc4ccccc4s3)=C(C)NC3=C2C(=O)CCC3)c1. (7) The drug is Cc1cc2c(nc1C)CCCCN2C[C@H](C)O/N=C1\[C@@H]2CCn3c(=O)n(-c4ccccc4)c(=O)n3[C@H]2[C@H](O)[C@H]2O[C@H]12. The result is 1 (inhibitor). (8) The drug is COC(=O)CNC(=O)CCCCC(=O)NCC(=O)OC. The result is 0 (non-inhibitor). (9) The drug is CS(=O)(=O)O.O[C@@H](c1nc2ccccc2[nH]1)[C@H](O)[C@H](O)[C@@H](O)c1nc2ccccc2[nH]1. The result is 0 (non-inhibitor).